Dataset: Peptide-MHC class I binding affinity with 185,985 pairs from IEDB/IMGT. Task: Regression. Given a peptide amino acid sequence and an MHC pseudo amino acid sequence, predict their binding affinity value. This is MHC class I binding data. The peptide sequence is KKTFDHTLM. The MHC is H-2-Kb with pseudo-sequence H-2-Kb. The binding affinity (normalized) is 0.241.